Task: Predict the reaction yield, written as a fraction of the theoretical maximum amount of product (1.0 means a 100% yield; for example, 0.34 means a 34% yield).. Dataset: Reaction yield outcomes from USPTO patents with 853,638 reactions The reactants are [CH3:1][O:2][C:3]1[CH:4]=[CH:5][C:6]2[O:11][CH2:10][C:9](=[O:12])[N:8]([CH2:13][CH2:14][N:15]3[CH2:20][CH2:19][CH:18]([NH:21][C:22](=[O:28])[O:23][C:24]([CH3:27])([CH3:26])[CH3:25])[CH2:17][CH2:16]3)[C:7]=2[CH:29]=1.I([O-])(=O)(=O)=[O:31].[Na+]. The catalyst is O.C(OCC)(=O)C.C(OCC)(=O)C.O.[Ru](=O)=O. The product is [CH3:1][O:2][C:3]1[CH:4]=[CH:5][C:6]2[O:11][CH2:10][C:9](=[O:12])[N:8]([CH2:13][CH2:14][N:15]3[CH2:16][CH2:17][CH:18]([NH:21][C:22](=[O:28])[O:23][C:24]([CH3:26])([CH3:25])[CH3:27])[CH2:19][C:20]3=[O:31])[C:7]=2[CH:29]=1. The yield is 0.250.